From a dataset of Forward reaction prediction with 1.9M reactions from USPTO patents (1976-2016). Predict the product of the given reaction. (1) Given the reactants Cl[C:2]1[C:11]2[C:6](=[CH:7][CH:8]=[CH:9][CH:10]=2)[CH:5]=[C:4]([NH:12][C:13]2[CH:17]=[CH:16][NH:15][N:14]=2)[N:3]=1.[C:18]([C:21]1[CH:26]=[CH:25][C:24](B(O)O)=[CH:23][CH:22]=1)(=[O:20])[CH3:19], predict the reaction product. The product is: [NH:15]1[CH:16]=[CH:17][C:13]([NH:12][C:4]2[N:3]=[C:2]([C:24]3[CH:25]=[CH:26][C:21]([C:18](=[O:20])[CH3:19])=[CH:22][CH:23]=3)[C:11]3[C:6]([CH:5]=2)=[CH:7][CH:8]=[CH:9][CH:10]=3)=[N:14]1. (2) The product is: [CH2:12]([C:14]1[CH:19]=[CH:18][C:17]([C:20]2[C:4]([C:5]([O:7][CH2:8][CH3:9])=[O:6])=[C:3]([C:2]([F:10])([F:11])[F:1])[S:22][N:21]=2)=[CH:16][CH:15]=1)[CH3:13]. Given the reactants [F:1][C:2]([F:11])([F:10])[C:3]#[C:4][C:5]([O:7][CH2:8][CH3:9])=[O:6].[CH2:12]([C:14]1[CH:19]=[CH:18][C:17]([C:20]2OC(=O)[S:22][N:21]=2)=[CH:16][CH:15]=1)[CH3:13].ClC1C=CC=C(Cl)C=1, predict the reaction product. (3) Given the reactants [N+](C1C=C([N+]([O-])=O)C=CC=1N1[C:18](=[O:19])[C:17]2[C:20]([NH:26][C:27]3[CH:32]=[CH:31][C:30]([I:33])=[CH:29][C:28]=3[F:34])=[CH:21][C:22](=[O:25])[N:23]([CH3:24])[C:16]=2[N:15]=[CH:14]1)([O-])=O.[NH2:35][CH:36]([CH2:39][OH:40])[CH2:37][OH:38], predict the reaction product. The product is: [OH:38][CH2:37][CH:36]([N:35]1[C:18](=[O:19])[C:17]2[C:20]([NH:26][C:27]3[CH:32]=[CH:31][C:30]([I:33])=[CH:29][C:28]=3[F:34])=[CH:21][C:22](=[O:25])[N:23]([CH3:24])[C:16]=2[N:15]=[CH:14]1)[CH2:39][OH:40]. (4) Given the reactants [NH2:1][CH:2]1[CH:9]2[CH2:10][CH:5]3[CH2:6][CH:7]([CH2:11][CH:3]1[CH2:4]3)[CH2:8]2.[N+]([O-])(O)=[O:13], predict the reaction product. The product is: [NH2:1][CH:2]1[CH:3]2[CH2:11][CH:7]3[CH2:6][C:5]([OH:13])([CH2:10][CH:9]1[CH2:8]3)[CH2:4]2. (5) Given the reactants [CH:1]1([N:5]2[CH2:11][CH2:10][C:9]3[CH:12]=[CH:13][C:14]([CH:16]4[CH2:21][CH2:20][N:19]([C:22]5[N:23]=[CH:24][C:25]([C:28](Cl)=[O:29])=[N:26][CH:27]=5)[CH2:18][CH2:17]4)=[CH:15][C:8]=3[CH2:7][CH2:6]2)[CH2:4][CH2:3][CH2:2]1.[CH3:31][NH2:32].C1COCC1, predict the reaction product. The product is: [CH:1]1([N:5]2[CH2:11][CH2:10][C:9]3[CH:12]=[CH:13][C:14]([CH:16]4[CH2:21][CH2:20][N:19]([C:22]5[N:23]=[CH:24][C:25]([C:28]([NH:32][CH3:31])=[O:29])=[N:26][CH:27]=5)[CH2:18][CH2:17]4)=[CH:15][C:8]=3[CH2:7][CH2:6]2)[CH2:4][CH2:3][CH2:2]1. (6) Given the reactants [CH2:1]([O:5][CH2:6][CH2:7][O:8][C:9]1[CH:14]=[CH:13][C:12]([C:15]2[CH:16]=[CH:17][C:18]3[N:24]([CH2:25][CH:26]([CH3:28])[CH3:27])[CH2:23][CH2:22][C:21]([C:29]([NH:31][C:32]4[CH:37]=[CH:36][C:35]([S:38][CH2:39][C:40]5[N:45]=[CH:44][CH:43]=[CH:42][N:41]=5)=[CH:34][CH:33]=4)=[O:30])=[CH:20][C:19]=3[CH:46]=2)=[CH:11][CH:10]=1)[CH2:2][CH2:3][CH3:4].ClC1C=CC=C(C(OO)=[O:55])C=1.S([O-])([O-])(=O)=S.[Na+].[Na+], predict the reaction product. The product is: [CH2:1]([O:5][CH2:6][CH2:7][O:8][C:9]1[CH:10]=[CH:11][C:12]([C:15]2[CH:16]=[CH:17][C:18]3[N:24]([CH2:25][CH:26]([CH3:27])[CH3:28])[CH2:23][CH2:22][C:21]([C:29]([NH:31][C:32]4[CH:33]=[CH:34][C:35]([S:38]([CH2:39][C:40]5[N:45]=[CH:44][CH:43]=[CH:42][N:41]=5)=[O:55])=[CH:36][CH:37]=4)=[O:30])=[CH:20][C:19]=3[CH:46]=2)=[CH:13][CH:14]=1)[CH2:2][CH2:3][CH3:4]. (7) The product is: [CH3:29][O:28][C:25]1[CH:24]=[CH:23][C:22]([C:20]2[N:21]=[C:17]([CH2:16][O:15][C:12]3[CH:11]=[CH:10][C:9]([O:8][CH:6]([CH3:7])[C:5]([OH:40])=[O:4])=[CH:14][CH:13]=3)[S:18][C:19]=2[C:30]2[CH:31]=[CH:32][C:33]([C:36]([F:39])([F:37])[F:38])=[CH:34][CH:35]=2)=[CH:27][CH:26]=1. Given the reactants [Li+].[OH-].C[O:4][C:5](=[O:40])[CH:6]([O:8][C:9]1[CH:14]=[CH:13][C:12]([O:15][CH2:16][C:17]2[S:18][C:19]([C:30]3[CH:35]=[CH:34][C:33]([C:36]([F:39])([F:38])[F:37])=[CH:32][CH:31]=3)=[C:20]([C:22]3[CH:27]=[CH:26][C:25]([O:28][CH3:29])=[CH:24][CH:23]=3)[N:21]=2)=[CH:11][CH:10]=1)[CH3:7].Cl, predict the reaction product.